The task is: Predict the reaction yield, written as a fraction of the theoretical maximum amount of product (1.0 means a 100% yield; for example, 0.34 means a 34% yield).. This data is from Reaction yield outcomes from USPTO patents with 853,638 reactions. (1) The reactants are [C:1]([O:5][C:6](=[O:35])[N:7]([C:16]1[S:17][C@:18]2([C:33]#[CH:34])[C@H:20]([C@:21]([C:25]3[CH:30]=[C:29]([Br:31])[CH:28]=[CH:27][C:26]=3[F:32])([CH2:23][F:24])[N:22]=1)[CH2:19]2)[CH2:8][O:9][CH2:10][CH2:11][Si:12]([CH3:15])([CH3:14])[CH3:13])([CH3:4])([CH3:3])[CH3:2].[CH3:36][Si]([N-][Si](C)(C)C)(C)C.[Li+].IC. The catalyst is C1COCC1. The product is [C:1]([O:5][C:6](=[O:35])[N:7]([C:16]1[S:17][C@:18]2([C:33]#[C:34][CH3:36])[C@H:20]([C@:21]([C:25]3[CH:30]=[C:29]([Br:31])[CH:28]=[CH:27][C:26]=3[F:32])([CH2:23][F:24])[N:22]=1)[CH2:19]2)[CH2:8][O:9][CH2:10][CH2:11][Si:12]([CH3:14])([CH3:13])[CH3:15])([CH3:4])([CH3:3])[CH3:2]. The yield is 1.00. (2) The reactants are C([O-])=O.[NH4+].Br[C:6]1[CH:7]=[C:8]2[C:13](=[C:14]([N+:17]([O-])=O)[C:15]=1[CH3:16])[N:12]=[CH:11][N:10]=[C:9]2[NH:20][C:21]1[CH:26]=[CH:25][CH:24]=[C:23]([C:27]([F:30])([F:29])[F:28])[CH:22]=1. The catalyst is C(O)C.[Pd]. The product is [CH3:16][C:15]1[C:14]([NH2:17])=[C:13]2[C:8]([C:9]([NH:20][C:21]3[CH:26]=[CH:25][CH:24]=[C:23]([C:27]([F:30])([F:28])[F:29])[CH:22]=3)=[N:10][CH:11]=[N:12]2)=[CH:7][CH:6]=1. The yield is 0.561. (3) The reactants are [Na].C(O[C:5]([C:7]1[C:8]([N:15]([CH:23]2[CH2:28][CH2:27][CH2:26][CH2:25][CH2:24]2)[CH2:16][CH2:17][C:18]([O:20][CH2:21][CH3:22])=[O:19])=[N:9][C:10]([S:13][CH3:14])=[N:11][CH:12]=1)=[O:6])C.CC(C)([O-])C.[Na+].Cl. The catalyst is C1(C)C=CC=CC=1.C(O)(C)(C)C. The product is [CH2:21]([O:20][C:18]([CH:17]1[CH2:16][N:15]([CH:23]2[CH2:24][CH2:25][CH2:26][CH2:27][CH2:28]2)[C:8]2[N:9]=[C:10]([S:13][CH3:14])[N:11]=[CH:12][C:7]=2[C:5]1=[O:6])=[O:19])[CH3:22]. The yield is 0.420. (4) No catalyst specified. The yield is 0.670. The product is [Br:1][C:2]1[CH:14]=[CH:13][C:5]([O:6][CH2:7][CH2:8][CH2:9][C:10]([Cl:17])=[O:11])=[CH:4][CH:3]=1. The reactants are [Br:1][C:2]1[CH:14]=[CH:13][C:5]([O:6][CH2:7][CH2:8][CH2:9][C:10](O)=[O:11])=[CH:4][CH:3]=1.O=S(Cl)[Cl:17]. (5) The yield is 0.530. The reactants are Br[CH2:2][C:3]1[CH:8]=[CH:7][C:6]([CH:9]([CH3:14])[C:10]([O:12]C)=[O:11])=[C:5]([F:15])[CH:4]=1.[CH3:16][CH:17]([C:23](=[O:26])[CH2:24][CH3:25])C(OCC)=O.C(=O)([O-])[O-].[K+].[K+]. The catalyst is CC(C)=O. The product is [F:15][C:5]1[CH:4]=[C:3]([CH2:2][CH:17]([CH3:16])[C:23](=[O:26])[CH2:24][CH3:25])[CH:8]=[CH:7][C:6]=1[CH:9]([CH3:14])[C:10]([OH:12])=[O:11]. (6) The reactants are Cl[C:2]1[CH:7]=[C:6]([NH:8][C:9]2[CH:19]=[CH:18][CH:17]=[CH:16][C:10]=2[C:11]([NH:13][O:14][CH3:15])=[O:12])[C:5]([Cl:20])=[CH:4][N:3]=1.[CH2:21]([N:23]1[C:27]([NH2:28])=[CH:26][C:25]([CH3:29])=[N:24]1)[CH3:22].C(=O)([O-])[O-].[Cs+].[Cs+].C1(P(C2C=CC=CC=2)C2C=CC3C(=CC=CC=3)C=2C2C3C(=CC=CC=3)C=CC=2P(C2C=CC=CC=2)C2C=CC=CC=2)C=CC=CC=1. The catalyst is C([O-])(=O)C.[Pd+2].C([O-])(=O)C.O1CCOCC1.C1COCC1. The product is [Cl:20][C:5]1[C:6]([NH:8][C:9]2[CH:19]=[CH:18][CH:17]=[CH:16][C:10]=2[C:11]([NH:13][O:14][CH3:15])=[O:12])=[CH:7][C:2]([NH:28][C:27]2[N:23]([CH2:21][CH3:22])[N:24]=[C:25]([CH3:29])[CH:26]=2)=[N:3][CH:4]=1. The yield is 0.240. (7) The reactants are [OH:1][C:2]1[CH:10]=[CH:9][C:8]([C:11]2[N:12]([C:27]([O:29][C:30]([CH3:33])([CH3:32])[CH3:31])=[O:28])[C:13]3[C:18]([CH:19]=2)=[CH:17][C:16]([CH2:20][N:21]2[CH2:26][CH2:25][CH2:24][CH2:23][CH2:22]2)=[CH:15][CH:14]=3)=[C:7]2[C:3]=1[CH2:4][NH:5][C:6]2=[O:34].C(N(CC)CC)C.[Cl:42][C:43]1[CH:48]=[C:47]([F:49])[CH:46]=[CH:45][C:44]=1[S:50](Cl)(=[O:52])=[O:51]. The catalyst is C(#N)C. The product is [Cl:42][C:43]1[CH:48]=[C:47]([F:49])[CH:46]=[CH:45][C:44]=1[S:50]([O:1][C:2]1[CH:10]=[CH:9][C:8]([C:11]2[N:12]([C:27]([O:29][C:30]([CH3:31])([CH3:33])[CH3:32])=[O:28])[C:13]3[C:18]([CH:19]=2)=[CH:17][C:16]([CH2:20][N:21]2[CH2:26][CH2:25][CH2:24][CH2:23][CH2:22]2)=[CH:15][CH:14]=3)=[C:7]2[C:3]=1[CH2:4][NH:5][C:6]2=[O:34])(=[O:52])=[O:51]. The yield is 0.340. (8) The reactants are [CH3:1][C@H:2]([O:6][C:7]1[C:16]2[C:11](=[CH:12][CH:13]=[CH:14][CH:15]=2)[CH:10]=[CH:9][C:8]=1[C:17](OC)=[O:18])[CH2:3][CH:4]=[CH2:5].[H-].[H-].[H-].[H-].[Li+].[Al+3]. The catalyst is C1COCC1. The product is [CH3:1][C@H:2]([O:6][C:7]1[C:16]2[C:11](=[CH:12][CH:13]=[CH:14][CH:15]=2)[CH:10]=[CH:9][C:8]=1[CH2:17][OH:18])[CH2:3][CH:4]=[CH2:5]. The yield is 0.744.